From a dataset of Full USPTO retrosynthesis dataset with 1.9M reactions from patents (1976-2016). Predict the reactants needed to synthesize the given product. (1) Given the product [Cl:1][C:2]1[CH:3]=[C:4]([CH:14]=[CH:15][C:16]=1[Cl:17])[CH2:5][N:6]1[CH2:11][CH2:10][O:9][CH:8]([CH2:12][NH:13][C:19]([NH:18][CH2:21][CH2:22][C:23]2[CH:28]=[CH:27][CH:26]=[CH:25][CH:24]=2)=[O:20])[CH2:7]1, predict the reactants needed to synthesize it. The reactants are: [Cl:1][C:2]1[CH:3]=[C:4]([CH:14]=[CH:15][C:16]=1[Cl:17])[CH2:5][N:6]1[CH2:11][CH2:10][O:9][CH:8]([CH2:12][NH2:13])[CH2:7]1.[N:18]([CH2:21][CH2:22][C:23]1[CH:28]=[CH:27][CH:26]=[CH:25][CH:24]=1)=[C:19]=[O:20]. (2) The reactants are: [CH2:1]([N:3]1[C:7]2[N:8]=[C:9]([C:18]3[CH:23]=[CH:22][C:21]([NH:24][C:25]([NH:27][C:28]4[CH:36]=[CH:35][C:31]([C:32](O)=[O:33])=[CH:30][CH:29]=4)=[O:26])=[CH:20][CH:19]=3)[N:10]=[C:11]([N:12]3[CH2:17][CH2:16][O:15][CH2:14][CH2:13]3)[C:6]=2[CH:5]=[CH:4]1)[CH3:2].[CH3:37][N:38]1[CH2:43][CH2:42][NH:41][CH2:40][CH2:39]1. Given the product [CH2:1]([N:3]1[C:7]2[N:8]=[C:9]([C:18]3[CH:19]=[CH:20][C:21]([NH:24][C:25]([NH:27][C:28]4[CH:36]=[CH:35][C:31]([C:32]([N:41]5[CH2:42][CH2:43][N:38]([CH3:37])[CH2:39][CH2:40]5)=[O:33])=[CH:30][CH:29]=4)=[O:26])=[CH:22][CH:23]=3)[N:10]=[C:11]([N:12]3[CH2:13][CH2:14][O:15][CH2:16][CH2:17]3)[C:6]=2[CH:5]=[CH:4]1)[CH3:2], predict the reactants needed to synthesize it.